The task is: Predict the product of the given reaction.. This data is from Forward reaction prediction with 1.9M reactions from USPTO patents (1976-2016). (1) Given the reactants [CH2:1]=[CH:2][C@@H:3]1[C@@H:8]2[CH2:9][C@@H:10]([C@H:11]([OH:22])[C:12]3[CH:13]=[CH:14][N:15]=[C:16]4[CH:21]=[CH:20][CH:19]=[CH:18][C:17]=34)[N:5]([CH2:6][CH2:7]2)[CH2:4]1.[NH:23]1[C:31]2[C:26](=[CH:27][CH:28]=[CH:29][CH:30]=2)[C:25]([CH:32]([C:37]([OH:39])=[O:38])[CH2:33][C:34]([OH:36])=[O:35])=[CH:24]1, predict the reaction product. The product is: [NH:23]1[C:31]2[C:26](=[CH:27][CH:28]=[CH:29][CH:30]=2)[C:25]([C@@H:32]([C:37]([OH:39])=[O:38])[CH2:33][C:34]([OH:36])=[O:35])=[CH:24]1.[CH2:1]=[CH:2][C@@H:3]1[C@@H:8]2[CH2:9][C@@H:10]([C@H:11]([OH:22])[C:12]3[CH:13]=[CH:14][N:15]=[C:16]4[CH:21]=[CH:20][CH:19]=[CH:18][C:17]=34)[N:5]([CH2:6][CH2:7]2)[CH2:4]1. (2) Given the reactants [CH3:1][S:2]([N:5]1[CH2:14][CH2:13][C:12]2[C:7](=[CH:8][CH:9]=[C:10]([NH:15][CH:16]([CH3:31])[CH2:17][CH2:18][CH:19]3[CH2:24][CH2:23][N:22]([C:25]([O:27][CH:28]([CH3:30])[CH3:29])=[O:26])[CH2:21][CH2:20]3)[CH:11]=2)[CH2:6]1)(=[O:4])=[O:3].IC.[CH2:34](N(C(C)C)C(C)C)C, predict the reaction product. The product is: [CH3:34][N:15]([C:10]1[CH:11]=[C:12]2[C:7](=[CH:8][CH:9]=1)[CH2:6][N:5]([S:2]([CH3:1])(=[O:3])=[O:4])[CH2:14][CH2:13]2)[CH:16]([CH3:31])[CH2:17][CH2:18][CH:19]1[CH2:24][CH2:23][N:22]([C:25]([O:27][CH:28]([CH3:30])[CH3:29])=[O:26])[CH2:21][CH2:20]1. (3) Given the reactants [F:1][CH:2]([F:9])[C:3]1[S:7][C:6]([NH2:8])=[N:5][N:4]=1.Br[CH2:11][C:12](=O)[CH2:13][CH2:14][N:15]1C(=O)C2C(=CC=CC=2)C1=O.O.NN, predict the reaction product. The product is: [F:1][CH:2]([F:9])[C:3]1[S:7][C:6]2=[N:8][C:12]([CH2:13][CH2:14][NH2:15])=[CH:11][N:5]2[N:4]=1. (4) Given the reactants [NH2:1][C:2]1[N:7]=[CH:6][C:5]([C:8]2[N:9]=[C:10]([N:20]3[CH2:25][CH2:24][O:23][CH2:22][CH2:21]3)[C:11]3[S:16][C:15]([C:17](O)=[O:18])=[CH:14][C:12]=3[N:13]=2)=[CH:4][N:3]=1.[N:26]1([CH2:32][CH2:33][NH2:34])[CH2:31][CH2:30][CH2:29][CH2:28][CH2:27]1, predict the reaction product. The product is: [NH2:1][C:2]1[N:7]=[CH:6][C:5]([C:8]2[N:9]=[C:10]([N:20]3[CH2:21][CH2:22][O:23][CH2:24][CH2:25]3)[C:11]3[S:16][C:15]([C:17]([NH:34][CH2:33][CH2:32][N:26]4[CH2:31][CH2:30][CH2:29][CH2:28][CH2:27]4)=[O:18])=[CH:14][C:12]=3[N:13]=2)=[CH:4][N:3]=1. (5) Given the reactants [OH:1][C@H:2]1[C@H:6]([N:7]2[C:11]([Si](C)(C)C)=[CH:10][N:9]=[N:8]2)[CH2:5][N:4]([C:16]([O:18][C:19]([CH3:22])([CH3:21])[CH3:20])=[O:17])[CH2:3]1.CCCC[N+](CCCC)(CCCC)CCCC.[F-], predict the reaction product. The product is: [OH:1][C@H:2]1[C@H:6]([N:7]2[CH:11]=[CH:10][N:9]=[N:8]2)[CH2:5][N:4]([C:16]([O:18][C:19]([CH3:22])([CH3:21])[CH3:20])=[O:17])[CH2:3]1. (6) Given the reactants Cl[C:2]1[C:11]2[C:6](=[CH:7][C:8]([O:14][CH3:15])=[C:9]([O:12][CH3:13])[CH:10]=2)[N:5]=[CH:4][CH:3]=1.[C:16]([O:25][CH2:26][CH2:27][CH:28]([CH3:30])[CH3:29])(=[O:24])[C:17]1[C:18](=[CH:20][CH:21]=[CH:22][CH:23]=1)[OH:19], predict the reaction product. The product is: [CH3:13][O:12][C:9]1[CH:10]=[C:11]2[C:6](=[CH:7][C:8]=1[O:14][CH3:15])[N:5]=[CH:4][CH:3]=[C:2]2[O:19][C:18]1[CH:20]=[CH:21][CH:22]=[CH:23][C:17]=1[C:16]([O:25][CH2:26][CH2:27][CH:28]([CH3:29])[CH3:30])=[O:24].